From a dataset of Catalyst prediction with 721,799 reactions and 888 catalyst types from USPTO. Predict which catalyst facilitates the given reaction. (1) Reactant: [C:1](Cl)(=[O:5])[CH2:2][CH2:3][CH3:4].[OH:7][C:8]1[C:13]([O:14][CH3:15])=[CH:12][C:11]([C:16]([O:18][C@H:19]2[C@H:39]([O:40][CH3:41])[C@@H:38]([C:42]([O:44][CH3:45])=[O:43])[C@@H:37]3[C@@H:21]([CH2:22][N:23]4[C@H:35]([CH2:36]3)[C:34]3[NH:33][C:32]5[C:27](=[CH:28][CH:29]=[C:30]([O:46][CH3:47])[CH:31]=5)[C:26]=3[CH2:25][CH2:24]4)[CH2:20]2)=[O:17])=[CH:10][C:9]=1[O:48][CH3:49]. Product: [C:1]([O:7][C:8]1[C:9]([O:48][CH3:49])=[CH:10][C:11]([C:16]([O:18][C@H:19]2[C@H:39]([O:40][CH3:41])[C@@H:38]([C:42]([O:44][CH3:45])=[O:43])[C@@H:37]3[C@@H:21]([CH2:22][N:23]4[C@H:35]([CH2:36]3)[C:34]3[NH:33][C:32]5[C:27](=[CH:28][CH:29]=[C:30]([O:46][CH3:47])[CH:31]=5)[C:26]=3[CH2:25][CH2:24]4)[CH2:20]2)=[O:17])=[CH:12][C:13]=1[O:14][CH3:15])(=[O:5])[CH2:2][CH2:3][CH3:4]. The catalyst class is: 17. (2) Reactant: [CH3:1][C:2]1([CH3:28])[C:10]2[C:5](=[CH:6][C:7]([N+:11]([O-:13])=[O:12])=[CH:8][CH:9]=2)[N:4]([CH2:14][CH:15]2[CH2:20][CH2:19][N:18](C(OC(C)(C)C)=O)[CH2:17][CH2:16]2)[CH2:3]1. Product: [CH3:1][C:2]1([CH3:28])[C:10]2[C:5](=[CH:6][C:7]([N+:11]([O-:13])=[O:12])=[CH:8][CH:9]=2)[N:4]([CH2:14][CH:15]2[CH2:20][CH2:19][NH:18][CH2:17][CH2:16]2)[CH2:3]1. The catalyst class is: 818. (3) Reactant: [Cl:1][C:2]1[N:7]=[C:6](Cl)[C:5]([N+:9]([O-:11])=[O:10])=[CH:4][N:3]=1.C(N(C(C)C)CC)(C)C.[I:21][C:22]1[CH:23]=[C:24]([CH:27]=[CH:28][CH:29]=1)[CH2:25][NH2:26]. Product: [I:21][C:22]1[CH:23]=[C:24]([CH:27]=[CH:28][CH:29]=1)[CH2:25][NH:26][C:6]1[C:5]([N+:9]([O-:11])=[O:10])=[CH:4][N:3]=[C:2]([Cl:1])[N:7]=1. The catalyst class is: 1. (4) Reactant: C(OC([N:8]1[CH2:13][CH2:12][N:11]([CH:14]([C:21]2[CH:26]=[CH:25][CH:24]=[CH:23][CH:22]=2)[C:15]2[CH:20]=[CH:19][CH:18]=[CH:17][CH:16]=2)[CH2:10][CH2:9]1)=O)(C)(C)C.C(OCC)(=O)C. Product: [CH:14]([N:11]1[CH2:12][CH2:13][NH:8][CH2:9][CH2:10]1)([C:21]1[CH:26]=[CH:25][CH:24]=[CH:23][CH:22]=1)[C:15]1[CH:20]=[CH:19][CH:18]=[CH:17][CH:16]=1. The catalyst class is: 5.